Task: Regression. Given two drug SMILES strings and cell line genomic features, predict the synergy score measuring deviation from expected non-interaction effect.. Dataset: NCI-60 drug combinations with 297,098 pairs across 59 cell lines Drug 1: CC1C(C(CC(O1)OC2CC(CC3=C2C(=C4C(=C3O)C(=O)C5=C(C4=O)C(=CC=C5)OC)O)(C(=O)C)O)N)O.Cl. Drug 2: CC1=C(N=C(N=C1N)C(CC(=O)N)NCC(C(=O)N)N)C(=O)NC(C(C2=CN=CN2)OC3C(C(C(C(O3)CO)O)O)OC4C(C(C(C(O4)CO)O)OC(=O)N)O)C(=O)NC(C)C(C(C)C(=O)NC(C(C)O)C(=O)NCCC5=NC(=CS5)C6=NC(=CS6)C(=O)NCCC[S+](C)C)O. Cell line: NCI-H460. Synergy scores: CSS=56.1, Synergy_ZIP=2.64, Synergy_Bliss=3.33, Synergy_Loewe=3.61, Synergy_HSA=5.78.